Regression. Given a peptide amino acid sequence and an MHC pseudo amino acid sequence, predict their binding affinity value. This is MHC class I binding data. From a dataset of Peptide-MHC class I binding affinity with 185,985 pairs from IEDB/IMGT. (1) The peptide sequence is ALLMLAISLV. The MHC is HLA-A68:02 with pseudo-sequence HLA-A68:02. The binding affinity (normalized) is 0.00228. (2) The peptide sequence is LERIKANIF. The MHC is HLA-B08:01 with pseudo-sequence HLA-B08:01. The binding affinity (normalized) is 0.102.